This data is from Forward reaction prediction with 1.9M reactions from USPTO patents (1976-2016). The task is: Predict the product of the given reaction. (1) Given the reactants Cl[CH2:2][CH2:3][CH2:4][CH:5]([C:13]1[NH:17][N:16]=[C:15]([NH:18][C:19]2[CH:24]=[CH:23][C:22]([C:25]3[O:29][C:28]4=[CH:30][N:31]=[C:32]([CH3:33])[N:27]4[N:26]=3)=[CH:21][CH:20]=2)[N:14]=1)[C:6]1[CH:11]=[CH:10][C:9]([F:12])=[CH:8][CH:7]=1.[Na+].[I-].CCN(C(C)C)C(C)C, predict the reaction product. The product is: [F:12][C:9]1[CH:8]=[CH:7][C:6]([CH:5]2[CH2:4][CH2:3][CH2:2][N:17]3[N:16]=[C:15]([NH:18][C:19]4[CH:20]=[CH:21][C:22]([C:25]5[O:29][C:28]6=[CH:30][N:31]=[C:32]([CH3:33])[N:27]6[N:26]=5)=[CH:23][CH:24]=4)[N:14]=[C:13]23)=[CH:11][CH:10]=1. (2) Given the reactants [Cl:1][C:2]1[CH:7]=[C:6]([Cl:8])[N:5]=[C:4]([NH:9][C:10]2[CH:15]=[C:14]([F:16])[CH:13]=[CH:12][C:11]=2[N+:17]([O-])=O)[N:3]=1, predict the reaction product. The product is: [Cl:8][C:6]1[CH:7]=[C:2]([Cl:1])[N:3]=[C:4]([NH:9][C:10]2[C:11]([NH2:17])=[CH:12][CH:13]=[C:14]([F:16])[CH:15]=2)[N:5]=1.